From a dataset of Forward reaction prediction with 1.9M reactions from USPTO patents (1976-2016). Predict the product of the given reaction. (1) Given the reactants [C:1](Cl)(=[O:3])[CH3:2].[C:5]1([C:22]2[CH:27]=[CH:26][CH:25]=[CH:24][CH:23]=2)[CH:10]=[CH:9][C:8]([O:11][CH2:12][CH2:13][CH2:14][CH2:15][CH2:16][CH2:17][CH:18]([OH:21])[C:19]#[N:20])=[CH:7][CH:6]=1, predict the reaction product. The product is: [C:5]1([C:22]2[CH:23]=[CH:24][CH:25]=[CH:26][CH:27]=2)[CH:10]=[CH:9][C:8]([O:11][CH2:12][CH2:13][CH2:14][CH2:15][CH2:16][CH2:17][CH:18]([C:19]2[O:3][CH2:1][CH2:2][N:20]=2)[OH:21])=[CH:7][CH:6]=1. (2) Given the reactants [NH2:1][CH2:2][C@@H:3]1[C@H:8]([CH3:9])[CH2:7][CH2:6][CH2:5][N:4]1[C:10]([C:12]1[CH:17]=[C:16]([F:18])[CH:15]=[CH:14][C:13]=1[N:19]1[N:23]=[CH:22][CH:21]=[N:20]1)=[O:11].Br[C:25]1[CH:30]=[CH:29][C:28]([Cl:31])=[CH:27][N:26]=1, predict the reaction product. The product is: [Cl:31][C:28]1[CH:29]=[CH:30][C:25]([NH:1][CH2:2][C@@H:3]2[C@H:8]([CH3:9])[CH2:7][CH2:6][CH2:5][N:4]2[C:10]([C:12]2[CH:17]=[C:16]([F:18])[CH:15]=[CH:14][C:13]=2[N:19]2[N:23]=[CH:22][CH:21]=[N:20]2)=[O:11])=[N:26][CH:27]=1.